Dataset: Full USPTO retrosynthesis dataset with 1.9M reactions from patents (1976-2016). Task: Predict the reactants needed to synthesize the given product. (1) Given the product [Cl:1][C:2]1[CH:11]=[C:10]([N:13]([CH3:15])[CH3:14])[C:9]2[C:4](=[CH:5][CH:6]=[CH:7][CH:8]=2)[N:3]=1.[Cl:12][C:10]1[C:9]2[C:4](=[CH:5][CH:6]=[CH:7][CH:8]=2)[N:3]=[C:2]([N:13]([CH3:15])[CH3:14])[CH:11]=1, predict the reactants needed to synthesize it. The reactants are: [Cl:1][C:2]1[CH:11]=[C:10]([Cl:12])[C:9]2[C:4](=[CH:5][CH:6]=[CH:7][CH:8]=2)[N:3]=1.[NH:13]([CH3:15])[CH3:14].C([O-])(O)=O.[Na+]. (2) The reactants are: [Br:1][C:2]1[CH:3]=[CH:4][C:5]([C:8]([OH:10])=O)=[N:6][CH:7]=1.Cl.[CH3:12][NH:13][CH3:14].C(N(CC)CC)C.CN(C(ON1N=NC2C=CC=NC1=2)=[N+](C)C)C.F[P-](F)(F)(F)(F)F. Given the product [CH3:12][N:13]([CH3:14])[C:8]([C:5]1[CH:4]=[CH:3][C:2]([Br:1])=[CH:7][N:6]=1)=[O:10], predict the reactants needed to synthesize it. (3) Given the product [Cl:1][C:2]1[N:3]=[C:4]([CH3:9])[N:5]=[C:6]([NH2:11])[CH:7]=1, predict the reactants needed to synthesize it. The reactants are: [Cl:1][C:2]1[CH:7]=[C:6](Cl)[N:5]=[C:4]([CH3:9])[N:3]=1.[OH-].[NH4+:11]. (4) The reactants are: NC(N[C:5]([NH2:7])=[O:6])=O.C(N=C=O)CCCCCN=C=O.[C:20]([O-:33])(=[O:32])[CH2:21][CH2:22]CCCCCCCCC.C([Sn+2]CCCC)CCC.[C:43]([O-])(=[O:55])[CH2:44]CCCCCCCCCC.COC1C=CC(O)=CC=1. Given the product [C:20]([OH:33])(=[O:32])[CH:21]=[CH2:22].[NH2:7][C:5]([O:55][CH2:43][CH3:44])=[O:6], predict the reactants needed to synthesize it. (5) The reactants are: [C:1]([O:5][C:6]([N:8]([CH2:33][C@@H:34]([C:36]1[CH:41]=[CH:40][CH:39]=[C:38]([Cl:42])[CH:37]=1)[OH:35])[CH2:9][CH2:10][C:11]1[CH:16]=[CH:15][C:14]([S:17]([C:20]2[CH:21]=[CH:22][C:23]([NH:31][CH3:32])=[C:24]([CH:30]=2)[C:25]([O:27]CC)=[O:26])(=[O:19])=[O:18])=[CH:13][CH:12]=1)=[O:7])([CH3:4])([CH3:3])[CH3:2].[OH-].[Na+].Cl. Given the product [C:1]([O:5][C:6]([N:8]([CH2:33][C@@H:34]([C:36]1[CH:41]=[CH:40][CH:39]=[C:38]([Cl:42])[CH:37]=1)[OH:35])[CH2:9][CH2:10][C:11]1[CH:12]=[CH:13][C:14]([S:17]([C:20]2[CH:21]=[CH:22][C:23]([NH:31][CH3:32])=[C:24]([CH:30]=2)[C:25]([OH:27])=[O:26])(=[O:19])=[O:18])=[CH:15][CH:16]=1)=[O:7])([CH3:4])([CH3:2])[CH3:3], predict the reactants needed to synthesize it. (6) Given the product [N:41]1[CH:37]=[CH:36][CH:35]=[C:40]([O:54][C:26]2[CH:27]=[CH:22][C:23]([NH:28][C:10]([C:2]3[NH:1][C:5]4[CH:6]=[CH:7][CH:8]=[C:9]([CH3:45])[C:4]=4[N:3]=3)=[O:12])=[CH:24][CH:25]=2)[CH:39]=1, predict the reactants needed to synthesize it. The reactants are: [N:1]1[C:5]2[CH:6]=[CH:7][CH:8]=[CH:9][C:4]=2[NH:3][C:2]=1[C:10]([OH:12])=O.CN(C(ON1N=[N:28][C:23]2[CH:24]=[CH:25][CH:26]=[CH:27][C:22]1=2)=[N+](C)C)C.[B-](F)(F)(F)F.[CH:35]1[CH:36]=[CH:37]C2N(O)N=[N:41][C:39]=2[CH:40]=1.[CH3:45]CN(C(C)C)C(C)C.[OH2:54]. (7) Given the product [F:30][C:19]1[CH:18]=[C:17]([N:16]2[CH2:3][C@H:2]([CH2:40][CH2:39][C:38]([NH2:37])=[O:33])[O:14][C:15]2=[O:31])[CH:22]=[C:21]([F:23])[C:20]=1[N:24]1[CH2:25][CH:26]2[CH:28]([O:27]2)[CH2:29]1, predict the reactants needed to synthesize it. The reactants are: [O-][CH2:2][CH2:3]CC.[Li+].C([O:14][C:15](=[O:31])[NH:16][C:17]1[CH:22]=[C:21]([F:23])[C:20]([N:24]2[CH2:29][CH:28]3[CH:26]([O:27]3)[CH2:25]2)=[C:19]([F:30])[CH:18]=1)C1C=CC=CC=1.C[OH:33].C([NH:37][CH2:38][C@H:39](OC(=O)C)[CH2:40]Cl)(=O)C.